Dataset: Reaction yield outcomes from USPTO patents with 853,638 reactions. Task: Predict the reaction yield, written as a fraction of the theoretical maximum amount of product (1.0 means a 100% yield; for example, 0.34 means a 34% yield). (1) The reactants are [CH:1]1[C:10]2[C:5](=[CH:6][CH:7]=[CH:8][CH:9]=2)[CH:4]=[CH:3][C:2]=1[O:11][CH2:12][CH2:13]O.[C:15]1(=[O:25])[C:23]2[C:18](=[CH:19][CH:20]=[CH:21][CH:22]=2)[C:17](=[O:24])[NH:16]1.C1C=CC(P(C2C=CC=CC=2)C2C=CC=CC=2)=CC=1.CC(OC(/N=N/C(OC(C)C)=O)=O)C. The catalyst is C1COCC1.O. The product is [CH:1]1[C:10]2[C:5](=[CH:6][CH:7]=[CH:8][CH:9]=2)[CH:4]=[CH:3][C:2]=1[O:11][CH2:12][CH2:13][N:16]1[C:17](=[O:24])[C:18]2[C:23](=[CH:22][CH:21]=[CH:20][CH:19]=2)[C:15]1=[O:25]. The yield is 0.410. (2) The reactants are [Cl:1][C:2]1[CH:3]=[CH:4][C:5]([O:8][CH:9]2[CH2:14][CH2:13][N:12]([S:15]([CH2:18][C:19]3([CH2:26][CH2:27][CH2:28][NH:29]C(=O)OC(C)(C)C)[C:23](=[O:24])[NH:22][C:21](=[O:25])[NH:20]3)(=[O:17])=[O:16])[CH2:11][CH2:10]2)=[N:6][CH:7]=1.[C:37]([OH:43])([C:39]([F:42])([F:41])[F:40])=[O:38]. The catalyst is C(Cl)Cl. The product is [F:40][C:39]([F:42])([F:41])[C:37]([OH:43])=[O:38].[NH2:29][CH2:28][CH2:27][CH2:26][C:19]1([CH2:18][S:15]([N:12]2[CH2:13][CH2:14][CH:9]([O:8][C:5]3[CH:4]=[CH:3][C:2]([Cl:1])=[CH:7][N:6]=3)[CH2:10][CH2:11]2)(=[O:16])=[O:17])[NH:20][C:21](=[O:25])[NH:22][C:23]1=[O:24]. The yield is 0.930. (3) The reactants are [Si]([O:8][C@@H:9]1[CH2:13][C@@H:12]([NH:14][C:15]2[CH:20]=[C:19]([NH:21][C@H:22]3[C:30]4[C:25](=[CH:26][CH:27]=[CH:28][CH:29]=4)[CH2:24][C@H:23]3[O:31][CH3:32])[N:18]=[CH:17][N:16]=2)[CH2:11][C@@H:10]1[CH2:33][OH:34])(C(C)(C)C)(C)C.N1C=CC=CC=1.Cl[S:42]([NH2:45])(=[O:44])=[O:43]. The catalyst is C(#N)C. The product is [S:42](=[O:44])(=[O:43])([O:34][CH2:33][C@@H:10]1[CH2:11][C@@H:12]([NH:14][C:15]2[CH:20]=[C:19]([NH:21][C@@H:22]3[C:30]4[C:25](=[CH:26][CH:27]=[CH:28][CH:29]=4)[CH2:24][C@@H:23]3[O:31][CH3:32])[N:18]=[CH:17][N:16]=2)[CH2:13][C@@H:9]1[OH:8])[NH2:45]. The yield is 0.570.